Dataset: Forward reaction prediction with 1.9M reactions from USPTO patents (1976-2016). Task: Predict the product of the given reaction. (1) Given the reactants C(OC([N:8]1[CH2:13][CH2:12][CH:11]([NH:14][CH2:15][C:16]2[CH:21]=[CH:20][C:19]([Cl:22])=[C:18]([N+:23]([O-:25])=[O:24])[CH:17]=2)[CH2:10][CH2:9]1)=O)(C)(C)C.Cl, predict the reaction product. The product is: [Cl:22][C:19]1[CH:20]=[CH:21][C:16]([CH2:15][NH:14][CH:11]2[CH2:12][CH2:13][NH:8][CH2:9][CH2:10]2)=[CH:17][C:18]=1[N+:23]([O-:25])=[O:24]. (2) Given the reactants [Br:1][C:2]1[CH:7]=[CH:6][C:5]([F:8])=[CH:4][C:3]=1[C:9]([F:12])([F:11])[F:10].[N+:13]([O-])([O-:15])=[O:14].[K+].S(=O)(=O)(O)O, predict the reaction product. The product is: [Br:1][C:2]1[C:3]([C:9]([F:12])([F:10])[F:11])=[CH:4][C:5]([F:8])=[CH:6][C:7]=1[N+:13]([O-:15])=[O:14]. (3) Given the reactants [Cl:1][C:2]1[CH:16]=[CH:15][C:5]([CH2:6][O:7][C:8]2[CH:13]=[CH:12][NH:11][C:10](=[O:14])[CH:9]=2)=[CH:4][CH:3]=1.Br[C:18]1[CH:19]=[CH:20][C:21]2[C:22]3[CH2:32][CH2:31][N:30](C(OC(C)(C)C)=O)[CH2:29][CH2:28][C:23]=3[N:24]([CH3:27])[C:25]=2[CH:26]=1.OC1C=CC=C2C=1N=CC=C2.C([O-])([O-])=O.[Cs+].[Cs+], predict the reaction product. The product is: [ClH:1].[Cl:1][C:2]1[CH:16]=[CH:15][C:5]([CH2:6][O:7][C:8]2[CH:13]=[CH:12][N:11]([C:18]3[CH:19]=[CH:20][C:21]4[C:22]5[CH2:32][CH2:31][NH:30][CH2:29][CH2:28][C:23]=5[N:24]([CH3:27])[C:25]=4[CH:26]=3)[C:10](=[O:14])[CH:9]=2)=[CH:4][CH:3]=1. (4) Given the reactants CO[C:3]([C:5]1[NH:6][C:7]2[CH:8]=[C:9]([NH:19][C:20]([O:22][C:23]([CH3:26])([CH3:25])[CH3:24])=[O:21])[CH:10]=[C:11]3[C:17](=[O:18])[NH:16][N:15]=[CH:14][C:13]=1[C:12]=23)=O.C([Sn](CCCC)(CCCC)C1[N:33]=[CH:34][N:35]([CH3:37])[CH:36]=1)CCC, predict the reaction product. The product is: [C:23]([O:22][C:20](=[O:21])[NH:19][C:9]1[CH:10]=[C:11]2[C:17](=[O:18])[NH:16][N:15]=[CH:14][C:13]3=[C:5]([C:3]4[N:33]=[CH:34][N:35]([CH3:37])[CH:36]=4)[NH:6][C:7]([CH:8]=1)=[C:12]23)([CH3:25])([CH3:24])[CH3:26]. (5) Given the reactants Br[C:2]1[N:3]=[C:4]([N:13]2[CH2:18][CH2:17][O:16][CH2:15][CH2:14]2)[C:5]2[S:10][C:9]([CH3:11])=[C:8]([Br:12])[C:6]=2[N:7]=1.[S:19]1[CH:23]=[CH:22][CH:21]=[C:20]1B(O)O, predict the reaction product. The product is: [Br:12][C:8]1[C:6]2[N:7]=[C:2]([C:20]3[S:19][CH:23]=[CH:22][CH:21]=3)[N:3]=[C:4]([N:13]3[CH2:18][CH2:17][O:16][CH2:15][CH2:14]3)[C:5]=2[S:10][C:9]=1[CH3:11]. (6) Given the reactants [C:1]1([S:7]([NH:10][CH:11]([CH2:25][C:26]2[CH:34]=[C:33]([Cl:35])[C:32]([OH:36])=[C:31]3[C:27]=2[CH:28]=[N:29][NH:30]3)[C:12]([NH:14][CH2:15][CH2:16][CH2:17][CH2:18][C:19]2[CH:24]=[CH:23][CH:22]=[CH:21][CH:20]=2)=[O:13])(=[O:9])=[O:8])[CH:6]=[CH:5][CH:4]=[CH:3][CH:2]=1.C([O-])([O-])=O.[K+].[K+].Br[CH2:44][C:45]([O:47]C)=[O:46], predict the reaction product. The product is: [C:1]1([S:7]([NH:10][CH:11]([C:12](=[O:13])[NH:14][CH2:15][CH2:16][CH2:17][CH2:18][C:19]2[CH:24]=[CH:23][CH:22]=[CH:21][CH:20]=2)[CH2:25][C:26]2[CH:34]=[C:33]([Cl:35])[C:32]([O:36][CH2:44][C:45]([OH:47])=[O:46])=[C:31]3[C:27]=2[CH:28]=[N:29][NH:30]3)(=[O:9])=[O:8])[CH:6]=[CH:5][CH:4]=[CH:3][CH:2]=1.